From a dataset of Full USPTO retrosynthesis dataset with 1.9M reactions from patents (1976-2016). Predict the reactants needed to synthesize the given product. (1) Given the product [F:20][CH2:19][CH2:18][O:1][CH2:2][C:3]1[CH:4]=[CH:5][C:6]([NH:10][C:11](=[O:16])[C:12]([CH3:13])([CH3:15])[CH3:14])=[N:7][C:8]=1[CH3:9], predict the reactants needed to synthesize it. The reactants are: [OH:1][CH2:2][C:3]1[CH:4]=[CH:5][C:6]([NH:10][C:11](=[O:16])[C:12]([CH3:15])([CH3:14])[CH3:13])=[N:7][C:8]=1[CH3:9].Br[CH2:18][CH2:19][F:20]. (2) Given the product [CH3:13][C:8]1[CH:9]=[CH:10][CH:11]=[CH:12][C:7]=1[C:4]1[N:5]([CH3:6])[C:14]([C:15]2[CH:20]=[CH:19][CH:18]=[CH:17][CH:16]=2)=[N:22][N:23]=1, predict the reactants needed to synthesize it. The reactants are: C(S[C:4]([C:7]1[CH:12]=[CH:11][CH:10]=[CH:9][C:8]=1[CH3:13])=[N:5][CH3:6])C.[C:14]([NH:22][NH2:23])(=O)[C:15]1[CH:20]=[CH:19][CH:18]=[CH:17][CH:16]=1.